Dataset: Forward reaction prediction with 1.9M reactions from USPTO patents (1976-2016). Task: Predict the product of the given reaction. The product is: [CH:1]1([NH:7][C:8]2[C:12]3([CH2:17][CH2:16][N:15]([CH2:18][C:19]4[CH:20]=[C:21]([NH:25][C:34](=[O:36])[CH3:35])[CH:22]=[CH:23][CH:24]=4)[CH2:14][CH2:13]3)[N:11]([C:26]3[CH:31]=[CH:30][CH:29]=[C:28]([F:32])[CH:27]=3)[C:10](=[O:33])[N:9]=2)[CH2:6][CH2:5][CH2:4][CH2:3][CH2:2]1. Given the reactants [CH:1]1([NH:7][C:8]2[C:12]3([CH2:17][CH2:16][N:15]([CH2:18][C:19]4[CH:24]=[CH:23][CH:22]=[C:21]([NH2:25])[CH:20]=4)[CH2:14][CH2:13]3)[N:11]([C:26]3[CH:31]=[CH:30][CH:29]=[C:28]([F:32])[CH:27]=3)[C:10](=[O:33])[N:9]=2)[CH2:6][CH2:5][CH2:4][CH2:3][CH2:2]1.[C:34](Cl)(=[O:36])[CH3:35].C([O-])([O-])=O.[K+].[K+], predict the reaction product.